This data is from Forward reaction prediction with 1.9M reactions from USPTO patents (1976-2016). The task is: Predict the product of the given reaction. (1) Given the reactants [CH3:1][O:2][C:3]1[CH:4]=[C:5]([CH:7]=[C:8]([O:12][CH3:13])[C:9]=1[O:10][CH3:11])[NH2:6].C(N(CC)CC)C.[CH3:21][C@H:22]([C@@H:25]1[C:28](=[O:29])[O:27][C@H:26]1[C:30](Cl)=[O:31])[CH2:23][CH3:24], predict the reaction product. The product is: [CH3:21][C@H:22]([C@@H:25]1[C:28](=[O:29])[O:27][C@H:26]1[C:30]([NH:6][C:5]1[CH:7]=[C:8]([O:12][CH3:13])[C:9]([O:10][CH3:11])=[C:3]([O:2][CH3:1])[CH:4]=1)=[O:31])[CH2:23][CH3:24]. (2) The product is: [ClH:47].[ClH:47].[NH2:1][C:2]([C@@H:4]1[CH2:5][NH:6][CH2:7][C@H:8]([N:10]([CH2:11][CH:12]([CH3:14])[CH3:13])[C:15]([C:17]2[C:18]([NH:27][CH2:28][C:29]3[O:30][CH:31]=[CH:32][CH:33]=3)=[N:19][C:20]([C:23]([CH3:26])([CH3:25])[CH3:24])=[N:21][CH:22]=2)=[O:16])[CH2:9]1)=[O:3]. Given the reactants [NH2:1][C:2]([C@@H:4]1[CH2:9][C@H:8]([N:10]([C:15]([C:17]2[C:18]([NH:27][CH2:28][C:29]3[O:30][CH:31]=[CH:32][CH:33]=3)=[N:19][C:20]([C:23]([CH3:26])([CH3:25])[CH3:24])=[N:21][CH:22]=2)=[O:16])[CH2:11][CH:12]([CH3:14])[CH3:13])[CH2:7][N:6](C(OC(C)(C)C)=O)[CH2:5]1)=[O:3].C(OCC)(=O)C.[ClH:47], predict the reaction product. (3) Given the reactants [F:1][C:2]1[CH:3]=[C:4]([CH:22]=[CH:23][C:24]=1[F:25])[CH2:5][N:6]1[C:10]2=[N:11][C:12]([CH3:21])=[C:13]([C:16]([O:18][CH2:19][CH3:20])=[O:17])[C:14](O)=[C:9]2[CH:8]=[CH:7]1.N1C=CC=CC=1.S(OS(C(F)(F)F)(=O)=O)(C(F)(F)F)(=O)=O.[I-:47].[Na+].Cl.C([O-])(O)=O.[Na+].O, predict the reaction product. The product is: [F:1][C:2]1[CH:3]=[C:4]([CH:22]=[CH:23][C:24]=1[F:25])[CH2:5][N:6]1[C:10]2=[N:11][C:12]([CH3:21])=[C:13]([C:16]([O:18][CH2:19][CH3:20])=[O:17])[C:14]([I:47])=[C:9]2[CH:8]=[CH:7]1. (4) The product is: [Cl:23][C:22]1[C:17]([N:14]2[CH2:15][CH2:16][N:11]([C:9]3[NH:8][C:7]4[C:2]([C:33]5[CH:34]=[CH:35][C:30]([F:29])=[CH:31][CH:32]=5)=[CH:3][C:4]([C:25]([F:28])([F:26])[F:27])=[CH:5][C:6]=4[N:10]=3)[C@H:12]([CH3:24])[CH2:13]2)=[N:18][CH:19]=[CH:20][CH:21]=1. Given the reactants Br[C:2]1[C:7]2[NH:8][C:9]([N:11]3[CH2:16][CH2:15][N:14]([C:17]4[C:22]([Cl:23])=[CH:21][CH:20]=[CH:19][N:18]=4)[CH2:13][C@H:12]3[CH3:24])=[N:10][C:6]=2[CH:5]=[C:4]([C:25]([F:28])([F:27])[F:26])[CH:3]=1.[F:29][C:30]1[CH:35]=[CH:34][C:33](B(O)O)=[CH:32][CH:31]=1, predict the reaction product. (5) Given the reactants [NH2:1][C:2]1[C:11]2[CH:10]=[CH:9][CH:8]=[C:7](Br)[C:6]=2[N:5]=[C:4]2[CH2:13][N:14]([CH:17]3[CH2:19][CH2:18]3)[C:15](=[O:16])[C:3]=12.[CH3:20][O:21][C:22]1[C:27](B(O)O)=[CH:26][CH:25]=[CH:24][N:23]=1, predict the reaction product. The product is: [NH2:1][C:2]1[C:11]2[CH:10]=[CH:9][CH:8]=[C:7]([C:27]3[C:22]([O:21][CH3:20])=[N:23][CH:24]=[CH:25][CH:26]=3)[C:6]=2[N:5]=[C:4]2[CH2:13][N:14]([CH:17]3[CH2:19][CH2:18]3)[C:15](=[O:16])[C:3]=12. (6) Given the reactants [NH:1]1[C:5]2=[N:6][CH:7]=[CH:8][CH:9]=[C:4]2[C:3]([CH:10]=[O:11])=[CH:2]1.O[C:13]1[C:18]2C(=O)CO[C:17]=2[CH:16]=[C:15](O)[CH:14]=1.O1C2C=CC=CC=2C[C:25]1=O, predict the reaction product. The product is: [CH3:25][N:1]1[C:5]2=[N:6][CH:7]=[CH:8][CH:9]=[C:4]2[C:3]([CH:10]=[O:11])=[C:2]1[C:13]1[CH:18]=[CH:17][CH:16]=[CH:15][CH:14]=1. (7) Given the reactants [CH2:1]([C@H:3]([NH2:10])[C:4]1[CH:9]=[CH:8][CH:7]=[CH:6][CH:5]=1)[CH3:2].C([O:15][C:16]([C:18]1[CH:23]=[CH:22][CH:21]=[CH:20][C:19]=1[C:24]1[CH:29]=[CH:28][C:27]([CH2:30][N:31]2[C:39]3[C:34](=[CH:35][C:36]([C:40](O)=[O:41])=[CH:37][CH:38]=3)[C:33]([CH3:43])=[C:32]2[CH3:44])=[CH:26][CH:25]=1)=[O:17])(C)(C)C, predict the reaction product. The product is: [CH3:44][C:32]1[N:31]([CH2:30][C:27]2[CH:28]=[CH:29][C:24]([C:19]3[C:18]([C:16]([OH:17])=[O:15])=[CH:23][CH:22]=[CH:21][CH:20]=3)=[CH:25][CH:26]=2)[C:39]2[C:34]([C:33]=1[CH3:43])=[CH:35][C:36]([C:40](=[O:41])[NH:10][C@H:3]([C:4]1[CH:9]=[CH:8][CH:7]=[CH:6][CH:5]=1)[CH2:1][CH3:2])=[CH:37][CH:38]=2.